From a dataset of Full USPTO retrosynthesis dataset with 1.9M reactions from patents (1976-2016). Predict the reactants needed to synthesize the given product. (1) Given the product [CH2:38]([C:31]1([NH2:37])[CH2:32][CH2:33][CH:29]([C:25]2[CH:24]=[C:23]3[C:28](=[CH:27][CH:26]=2)[C:18]2[S:17][C:16]([C:10]4[O:9][N:8]=[C:7]([C:1]5[CH:2]=[CH:3][CH:4]=[CH:5][CH:6]=5)[C:11]=4[C:12]([F:14])([F:15])[F:13])=[N:20][C:19]=2[CH2:21][CH2:22]3)[CH2:30]1)[CH:39]=[CH2:40], predict the reactants needed to synthesize it. The reactants are: [C:1]1([C:7]2[C:11]([C:12]([F:15])([F:14])[F:13])=[C:10]([C:16]3[S:17][C:18]4[C:28]5[C:23](=[CH:24][C:25]([CH:29]6[CH2:33][CH2:32][C:31](=O)[CH2:30]6)=[CH:26][CH:27]=5)[CH2:22][CH2:21][C:19]=4[N:20]=3)[O:9][N:8]=2)[CH:6]=[CH:5][CH:4]=[CH:3][CH:2]=1.CO.[NH3:37].[CH2:38](B1OC(C)(C)C(C)(C)O1)[CH:39]=[CH2:40]. (2) The reactants are: [F:1][C:2]1[CH:38]=[CH:37][C:5]([CH2:6][N:7]2[CH2:12][CH:11]([CH2:13][CH:14]=[C:15]([CH3:17])[CH3:16])[C:10]([OH:18])=[C:9]([C:19]3[NH:24][C:23]4[CH:25]=[CH:26][C:27]([NH:29][S:30]([CH3:33])(=[O:32])=[O:31])=[CH:28][C:22]=4[S:21](=[O:35])(=[O:34])[N:20]=3)[C:8]2=[O:36])=[CH:4][CH:3]=1. Given the product [F:1][C:2]1[CH:38]=[CH:37][C:5]([CH2:6][N:7]2[CH2:12][CH:11]([CH2:13][CH2:14][CH:15]([CH3:17])[CH3:16])[C:10]([OH:18])=[C:9]([C:19]3[NH:24][C:23]4[CH:25]=[CH:26][C:27]([NH:29][S:30]([CH3:33])(=[O:31])=[O:32])=[CH:28][C:22]=4[S:21](=[O:34])(=[O:35])[N:20]=3)[C:8]2=[O:36])=[CH:4][CH:3]=1, predict the reactants needed to synthesize it. (3) Given the product [C:10]([NH:3][C@H:4]([C:6]([OH:8])=[O:7])[CH3:5])([O:12][CH3:13])=[O:11], predict the reactants needed to synthesize it. The reactants are: [OH-].[Na+].[NH2:3][C@H:4]([C:6]([OH:8])=[O:7])[CH3:5].Cl[C:10]([O:12][CH3:13])=[O:11]. (4) Given the product [F:36][C:3]1[CH:8]=[CH:7][CH:6]=[CH:5][C:4]=1[S:9][CH2:10][CH2:11][CH2:12][N:13]([C@H:29]1[CH2:34][CH2:33][C@H:32]([CH3:35])[CH2:31][CH2:30]1)[C:14](=[O:28])[NH:15][C:16]1[S:17][C:18]([S:21][C:22]([CH3:27])([CH3:26])[C:23]([OH:25])=[O:24])=[CH:19][N:20]=1, predict the reactants needed to synthesize it. The reactants are: CO[C:3]1[CH:8]=[CH:7][CH:6]=[CH:5][C:4]=1[S:9][CH2:10][CH2:11][CH2:12][N:13]([C@H:29]1[CH2:34][CH2:33][C@H:32]([CH3:35])[CH2:31][CH2:30]1)[C:14](=[O:28])[NH:15][C:16]1[S:17][C:18]([S:21][C:22]([CH3:27])([CH3:26])[C:23]([OH:25])=[O:24])=[CH:19][N:20]=1.[F:36]C1C=CC=CC=1S.C(OC(=O)C(SC1SC(N)=NC=1)(C)C)C. (5) Given the product [F:34][C:32]1[CH:31]=[CH:30][C:4]([CH2:5][NH:6][C:7]([C:9]2[N:10]=[C:11]3[N:16]([C:17](=[O:27])[C:18]=2[O:19][CH2:20][C:21]2[CH:26]=[CH:25][CH:24]=[CH:23][CH:22]=2)[CH2:15][CH2:14][O:13][C:12]3([CH3:29])[CH3:28])=[O:8])=[C:3]([C:1]2[O:36][N:35]=[C:38]([CH3:40])[CH:2]=2)[CH:33]=1, predict the reactants needed to synthesize it. The reactants are: [C:1]([C:3]1[CH:33]=[C:32]([F:34])[CH:31]=[CH:30][C:4]=1[CH2:5][NH:6][C:7]([C:9]1[N:10]=[C:11]2[N:16]([C:17](=[O:27])[C:18]=1[O:19][CH2:20][C:21]1[CH:26]=[CH:25][CH:24]=[CH:23][CH:22]=1)[CH2:15][CH2:14][O:13][C:12]2([CH3:29])[CH3:28])=[O:8])#[CH:2].[N+:35]([CH3:38])([O-])=[O:36].[Cl-].[CH3:40]OC1N=C(OC)N=C([N+]2(C)CCOCC2)N=1. (6) The reactants are: [Br:1][C:2]1[C:3]2[N:4]([C:9]([NH:14][C:15](=[O:21])[O:16][C:17]([CH3:20])([CH3:19])[CH3:18])=[C:10]([S:12][CH3:13])[N:11]=2)[CH:5]=[C:6]([CH3:8])[CH:7]=1.[H-].[Na+].I[CH2:25][CH2:26][CH3:27].O. Given the product [Br:1][C:2]1[C:3]2[N:4]([C:9]([N:14]([CH2:25][CH2:26][CH3:27])[C:15](=[O:21])[O:16][C:17]([CH3:18])([CH3:20])[CH3:19])=[C:10]([S:12][CH3:13])[N:11]=2)[CH:5]=[C:6]([CH3:8])[CH:7]=1, predict the reactants needed to synthesize it. (7) The reactants are: [F:1][C:2]([F:49])([F:48])[CH2:3][N:4]1[CH2:9][CH2:8][CH:7]([CH2:10][CH2:11][O:12][CH2:13][C:14]2[CH:19]=[CH:18][CH:17]=[CH:16][C:15]=2[C:20]2[CH:21]=[C:22]3[C:27](=[C:28]([O:30]COCC[Si](C)(C)C)[CH:29]=2)[N:26]=[CH:25][N:24](COCC[Si](C)(C)C)[C:23]3=[O:47])[CH2:6][CH2:5]1.[F:50][C:51]([F:56])([F:55])[C:52]([OH:54])=[O:53]. Given the product [F:50][C:51]([F:56])([F:55])[C:52]([OH:54])=[O:53].[OH:30][C:28]1[CH:29]=[C:20]([C:15]2[CH:16]=[CH:17][CH:18]=[CH:19][C:14]=2[CH2:13][O:12][CH2:11][CH2:10][CH:7]2[CH2:8][CH2:9][N:4]([CH2:3][C:2]([F:49])([F:48])[F:1])[CH2:5][CH2:6]2)[CH:21]=[C:22]2[C:27]=1[N:26]=[CH:25][NH:24][C:23]2=[O:47], predict the reactants needed to synthesize it. (8) Given the product [C:3]([C:2]([NH:1][C:28](=[S:29])[C:27]1[CH:26]=[CH:25][C:24]([C:23]([F:22])([F:33])[F:34])=[CH:32][CH:31]=1)([CH3:21])[CH2:5][N:6]1[C:14]([O:15][CH3:16])=[C:13]2[C:8]([CH:9]=[C:10]([C:17]([F:19])([F:20])[F:18])[CH:11]=[CH:12]2)=[N:7]1)#[N:4], predict the reactants needed to synthesize it. The reactants are: [NH2:1][C:2]([CH3:21])([CH2:5][N:6]1[C:14]([O:15][CH3:16])=[C:13]2[C:8]([CH:9]=[C:10]([C:17]([F:20])([F:19])[F:18])[CH:11]=[CH:12]2)=[N:7]1)[C:3]#[N:4].[F:22][C:23]([F:34])([F:33])[C:24]1[CH:32]=[CH:31][C:27]([C:28](Cl)=[S:29])=[CH:26][CH:25]=1.